Regression. Given two drug SMILES strings and cell line genomic features, predict the synergy score measuring deviation from expected non-interaction effect. From a dataset of NCI-60 drug combinations with 297,098 pairs across 59 cell lines. (1) Drug 1: CCCS(=O)(=O)NC1=C(C(=C(C=C1)F)C(=O)C2=CNC3=C2C=C(C=N3)C4=CC=C(C=C4)Cl)F. Drug 2: C1C(C(OC1N2C=NC3=C(N=C(N=C32)Cl)N)CO)O. Cell line: DU-145. Synergy scores: CSS=-8.35, Synergy_ZIP=2.05, Synergy_Bliss=-3.68, Synergy_Loewe=-7.22, Synergy_HSA=-7.84. (2) Drug 1: C(CC(=O)O)C(=O)CN.Cl. Drug 2: C1=CN(C=N1)CC(O)(P(=O)(O)O)P(=O)(O)O. Cell line: SK-MEL-28. Synergy scores: CSS=20.0, Synergy_ZIP=-4.32, Synergy_Bliss=-0.487, Synergy_Loewe=-2.80, Synergy_HSA=-2.80.